From a dataset of NCI-60 drug combinations with 297,098 pairs across 59 cell lines. Regression. Given two drug SMILES strings and cell line genomic features, predict the synergy score measuring deviation from expected non-interaction effect. (1) Drug 2: C1=CC(=CC=C1CC(C(=O)O)N)N(CCCl)CCCl.Cl. Cell line: TK-10. Drug 1: CCC1=CC2CC(C3=C(CN(C2)C1)C4=CC=CC=C4N3)(C5=C(C=C6C(=C5)C78CCN9C7C(C=CC9)(C(C(C8N6C)(C(=O)OC)O)OC(=O)C)CC)OC)C(=O)OC.C(C(C(=O)O)O)(C(=O)O)O. Synergy scores: CSS=14.1, Synergy_ZIP=-3.11, Synergy_Bliss=2.56, Synergy_Loewe=-7.16, Synergy_HSA=0.842. (2) Drug 1: CCN(CC)CCNC(=O)C1=C(NC(=C1C)C=C2C3=C(C=CC(=C3)F)NC2=O)C. Drug 2: CC1C(C(CC(O1)OC2CC(CC3=C2C(=C4C(=C3O)C(=O)C5=C(C4=O)C(=CC=C5)OC)O)(C(=O)CO)O)N)O.Cl. Cell line: MCF7. Synergy scores: CSS=25.5, Synergy_ZIP=-0.620, Synergy_Bliss=2.40, Synergy_Loewe=-9.69, Synergy_HSA=1.65. (3) Drug 1: CC1=C(N=C(N=C1N)C(CC(=O)N)NCC(C(=O)N)N)C(=O)NC(C(C2=CN=CN2)OC3C(C(C(C(O3)CO)O)O)OC4C(C(C(C(O4)CO)O)OC(=O)N)O)C(=O)NC(C)C(C(C)C(=O)NC(C(C)O)C(=O)NCCC5=NC(=CS5)C6=NC(=CS6)C(=O)NCCC[S+](C)C)O. Drug 2: C1CN(CCN1C(=O)CCBr)C(=O)CCBr. Cell line: UO-31. Synergy scores: CSS=21.6, Synergy_ZIP=-9.65, Synergy_Bliss=-4.16, Synergy_Loewe=-4.83, Synergy_HSA=-2.17. (4) Drug 1: C1C(C(OC1N2C=NC3=C2NC=NCC3O)CO)O. Drug 2: COCCOC1=C(C=C2C(=C1)C(=NC=N2)NC3=CC=CC(=C3)C#C)OCCOC.Cl. Cell line: KM12. Synergy scores: CSS=-22.6, Synergy_ZIP=9.00, Synergy_Bliss=-3.39, Synergy_Loewe=-21.6, Synergy_HSA=-20.1. (5) Drug 1: CC1C(C(=O)NC(C(=O)N2CCCC2C(=O)N(CC(=O)N(C(C(=O)O1)C(C)C)C)C)C(C)C)NC(=O)C3=C4C(=C(C=C3)C)OC5=C(C(=O)C(=C(C5=N4)C(=O)NC6C(OC(=O)C(N(C(=O)CN(C(=O)C7CCCN7C(=O)C(NC6=O)C(C)C)C)C)C(C)C)C)N)C. Drug 2: CCN(CC)CCNC(=O)C1=C(NC(=C1C)C=C2C3=C(C=CC(=C3)F)NC2=O)C. Cell line: SR. Synergy scores: CSS=50.2, Synergy_ZIP=3.00, Synergy_Bliss=-0.547, Synergy_Loewe=-10.8, Synergy_HSA=1.81.